From a dataset of Forward reaction prediction with 1.9M reactions from USPTO patents (1976-2016). Predict the product of the given reaction. (1) Given the reactants [CH3:1][C:2]1[C:3]([CH3:35])=[CH:4][C:5]2[N:14]([CH2:15][CH:16]([NH:24]C(=O)OC(C)(C)C)[CH2:17][C:18]3[CH:23]=[CH:22][CH:21]=[CH:20][CH:19]=3)[C:13]3[C:8]([C:9](=[O:33])[NH:10][C:11](=[O:32])[N:12]=3)=[N:7][C:6]=2[CH:34]=1.C(O)(C(F)(F)F)=O, predict the reaction product. The product is: [NH2:24][CH:16]([CH2:17][C:18]1[CH:19]=[CH:20][CH:21]=[CH:22][CH:23]=1)[CH2:15][N:14]1[C:13]2[C:8]([C:9](=[O:33])[NH:10][C:11](=[O:32])[N:12]=2)=[N:7][C:6]2[CH:34]=[C:2]([CH3:1])[C:3]([CH3:35])=[CH:4][C:5]1=2. (2) Given the reactants [F-].C([N+](CCCC)(CCCC)CCCC)CCC.[CH:19]([C:21]1[CH:26]=[CH:25][CH:24]=[CH:23][C:22]=1[C:27]1[CH:28]=[CH:29][C:30]([C:33]#[N:34])=[N:31][CH:32]=1)=[O:20].[F:35][C:36]([Si](C)(C)C)([F:38])[F:37].Cl, predict the reaction product. The product is: [F:35][C:36]([F:38])([F:37])[CH:19]([C:21]1[CH:26]=[CH:25][CH:24]=[CH:23][C:22]=1[C:27]1[CH:28]=[CH:29][C:30]([C:33]#[N:34])=[N:31][CH:32]=1)[OH:20]. (3) Given the reactants [CH3:1][O:2][C:3]([C@@H:5]([N:13]1[CH2:18][C:17]2[CH:19]=[CH:20][S:21][C:16]=2[CH2:15][CH2:14]1)[C:6]1[C:11]([Cl:12])=[CH:10][CH:9]=[CH:8][CH:7]=1)=[O:4].[S:22](=[O:26])(=[O:25])([OH:24])[OH:23], predict the reaction product. The product is: [CH3:1][O:2][C:3]([C@@H:5]([N:13]1[CH2:18][C:17]2[CH:19]=[CH:20][S:21][C:16]=2[CH2:15][CH2:14]1)[C:6]1[C:11]([Cl:12])=[CH:10][CH:9]=[CH:8][CH:7]=1)=[O:4].[OH:25][S:22]([OH:26])(=[O:24])=[O:23]. (4) Given the reactants Cl.O1CCOCC1.[Si]([O:15][CH2:16][C@@H:17]([N:25]1[CH:30]=[CH:29][C:28]([C:31]2[CH:36]=[CH:35][N:34]=[C:33]([NH:37][C@H:38]3[CH2:43][CH2:42][O:41][CH2:40][C@H:39]3[F:44])[N:32]=2)=[CH:27][C:26]1=[O:45])[C:18]1[CH:23]=[CH:22][CH:21]=[C:20]([Cl:24])[CH:19]=1)(C(C)(C)C)(C)C, predict the reaction product. The product is: [Cl:24][C:20]1[CH:19]=[C:18]([C@H:17]([N:25]2[CH:30]=[CH:29][C:28]([C:31]3[CH:36]=[CH:35][N:34]=[C:33]([NH:37][C@H:38]4[CH2:43][CH2:42][O:41][CH2:40][C@H:39]4[F:44])[N:32]=3)=[CH:27][C:26]2=[O:45])[CH2:16][OH:15])[CH:23]=[CH:22][CH:21]=1. (5) Given the reactants Cl[C:2]1[N:7]=[CH:6][C:5]([N+:8]([O-:10])=[O:9])=[CH:4][N:3]=1.C(N(CC)CC)C.[C:18]1([CH2:24][CH2:25][CH2:26][NH2:27])[CH:23]=[CH:22][CH:21]=[CH:20][CH:19]=1.O, predict the reaction product. The product is: [N+:8]([C:5]1[CH:4]=[N:3][C:2]([NH:27][CH2:26][CH2:25][CH2:24][C:18]2[CH:23]=[CH:22][CH:21]=[CH:20][CH:19]=2)=[N:7][CH:6]=1)([O-:10])=[O:9]. (6) Given the reactants [C:1]([O:5][C:6]1[CH:11]=[CH:10][C:9]([CH2:12][C@H:13]([NH:37]C(=O)OCC2C3C=CC=CC=3C3C2=CC=CC=3)[C:14]([N:16]([CH2:26][C:27]2[C:31]3=[N:32][C:33]([Cl:36])=[CH:34][CH:35]=[C:30]3[S:29][CH:28]=2)[C@@H:17]([CH3:25])[CH:18]([O:22][CH2:23][CH3:24])[O:19][CH2:20][CH3:21])=[O:15])=[CH:8][CH:7]=1)([CH3:4])([CH3:3])[CH3:2].N1CCCCC1, predict the reaction product. The product is: [NH2:37][C@@H:13]([CH2:12][C:9]1[CH:10]=[CH:11][C:6]([O:5][C:1]([CH3:4])([CH3:3])[CH3:2])=[CH:7][CH:8]=1)[C:14]([N:16]([CH2:26][C:27]1[C:31]2=[N:32][C:33]([Cl:36])=[CH:34][CH:35]=[C:30]2[S:29][CH:28]=1)[C@@H:17]([CH3:25])[CH:18]([O:22][CH2:23][CH3:24])[O:19][CH2:20][CH3:21])=[O:15]. (7) Given the reactants [Cl:1][C:2]1[CH:3]=[CH:4][C:5]([O:44][CH3:45])=[C:6]([CH:43]=1)[CH2:7][C@@H:8]1[CH2:14][NH:13][C:12](=[N:15][O:16][C:17]2[CH:22]=[CH:21][CH:20]=[CH:19][CH:18]=2)[CH2:11][N:10]([C:23]([NH:25][C@@H:26]([C:29]2[O:30][CH:31]=[C:32]([C:34]([O:36]CC(Cl)(Cl)Cl)=[O:35])[N:33]=2)[CH2:27][CH3:28])=[O:24])[C:9]1=[O:42], predict the reaction product. The product is: [Cl:1][C:2]1[CH:3]=[CH:4][C:5]([O:44][CH3:45])=[C:6]([CH:43]=1)[CH2:7][C@H:8]1[C:9](=[O:42])[N:10]([C:23]([NH:25][C@@H:26]([C:29]2[O:30][CH:31]=[C:32]([C:34]([OH:36])=[O:35])[N:33]=2)[CH2:27][CH3:28])=[O:24])[CH2:11][C:12](=[N:15][O:16][C:17]2[CH:22]=[CH:21][CH:20]=[CH:19][CH:18]=2)[NH:13][CH2:14]1.